Dataset: Forward reaction prediction with 1.9M reactions from USPTO patents (1976-2016). Task: Predict the product of the given reaction. (1) Given the reactants [C:1]([O:5][C:6](=[O:22])[NH:7][C@@H:8]([CH2:15][C:16]1[CH:21]=[CH:20][CH:19]=[CH:18][CH:17]=1)[C@H:9]([OH:14])[CH2:10][N:11]=[N+]=[N-])([CH3:4])([CH3:3])[CH3:2], predict the reaction product. The product is: [C:1]([O:5][C:6](=[O:22])[NH:7][C@@H:8]([CH2:15][C:16]1[CH:17]=[CH:18][CH:19]=[CH:20][CH:21]=1)[C@H:9]([OH:14])[CH2:10][NH2:11])([CH3:4])([CH3:2])[CH3:3]. (2) The product is: [NH:5]([C:19]1[N:20]=[N:21][C:22]([C:25]2[CH:30]=[CH:29][C:28]([O:31][CH3:32])=[CH:27][CH:26]=2)=[CH:23][N:24]=1)[NH2:6]. Given the reactants CS(C1[N:5]=[N:6]C(C2C=CC=CC=2)=CN=1)=O.CS([C:19]1[N:20]=[N:21][C:22]([C:25]2[CH:30]=[CH:29][C:28]([O:31][CH3:32])=[CH:27][CH:26]=2)=[CH:23][N:24]=1)=O, predict the reaction product.